This data is from NCI-60 drug combinations with 297,098 pairs across 59 cell lines. The task is: Regression. Given two drug SMILES strings and cell line genomic features, predict the synergy score measuring deviation from expected non-interaction effect. (1) Drug 1: C1CC(=O)NC(=O)C1N2CC3=C(C2=O)C=CC=C3N. Drug 2: C1=NNC2=C1C(=O)NC=N2. Cell line: SF-539. Synergy scores: CSS=3.96, Synergy_ZIP=-2.08, Synergy_Bliss=-0.694, Synergy_Loewe=0.369, Synergy_HSA=0.394. (2) Drug 1: COC1=CC(=CC(=C1O)OC)C2C3C(COC3=O)C(C4=CC5=C(C=C24)OCO5)OC6C(C(C7C(O6)COC(O7)C8=CC=CS8)O)O. Drug 2: C1CN(CCN1C(=O)CCBr)C(=O)CCBr. Cell line: SF-295. Synergy scores: CSS=49.6, Synergy_ZIP=-5.19, Synergy_Bliss=-1.04, Synergy_Loewe=-5.80, Synergy_HSA=2.27.